This data is from Catalyst prediction with 721,799 reactions and 888 catalyst types from USPTO. The task is: Predict which catalyst facilitates the given reaction. (1) The catalyst class is: 83. Product: [Cl:1][C:2]1[CH:24]=[C:23]([C:25]([NH:27][CH2:28][C:29]2[CH:34]=[CH:33][CH:32]=[C:31]([OH:35])[CH:30]=2)=[O:26])[CH:22]=[CH:21][C:3]=1[C:4]([NH:6][C@H:7]([C:17]([OH:19])=[O:18])[CH2:8][NH:9][C:10]([C:12]1[S:13][CH:14]=[CH:15][CH:16]=1)=[O:11])=[O:5]. Reactant: [Cl:1][C:2]1[CH:24]=[C:23]([C:25]([NH:27][CH2:28][C:29]2[CH:34]=[CH:33][CH:32]=[C:31]([OH:35])[CH:30]=2)=[O:26])[CH:22]=[CH:21][C:3]=1[C:4]([NH:6][C@H:7]([C:17]([O:19]C)=[O:18])[CH2:8][NH:9][C:10]([C:12]1[S:13][CH:14]=[CH:15][CH:16]=1)=[O:11])=[O:5].O.[OH-].[Li+].O. (2) Reactant: [F:1][C:2]1[CH:7]=[CH:6][C:5]([N:8]2[C:16]3[C:11](=[CH:12][C:13]([CH:17]=[O:18])=[CH:14][CH:15]=3)[CH:10]=[N:9]2)=[CH:4][CH:3]=1.[CH3:19][O:20][C:21]([O:25][Si](C)(C)C)=[C:22]([CH3:24])[CH3:23]. Product: [F:1][C:2]1[CH:3]=[CH:4][C:5]([N:8]2[C:16]3[C:11](=[CH:12][C:13]([CH:17]([OH:18])[C:22]([CH3:24])([CH3:23])[C:21]([O:20][CH3:19])=[O:25])=[CH:14][CH:15]=3)[CH:10]=[N:9]2)=[CH:6][CH:7]=1. The catalyst class is: 388. (3) Reactant: [Cl:1][C:2]1[C:21]([Cl:22])=[CH:20][C:5]2[NH:6][C:7]([C:9]3[CH:14]=[CH:13][C:12]([O:15][CH3:16])=[C:11]([N+:17]([O-:19])=[O:18])[CH:10]=3)=[N:8][C:4]=2[CH:3]=1.[H-].[Na+].Cl[C:26]([O:28][CH2:29][C:30]1[CH:35]=[CH:34][CH:33]=[CH:32][CH:31]=1)=[O:27]. Product: [CH2:29]([O:28][C:26]([N:8]1[C:4]2[CH:3]=[C:2]([Cl:1])[C:21]([Cl:22])=[CH:20][C:5]=2[N:6]=[C:7]1[C:9]1[CH:14]=[CH:13][C:12]([O:15][CH3:16])=[C:11]([N+:17]([O-:19])=[O:18])[CH:10]=1)=[O:27])[C:30]1[CH:35]=[CH:34][CH:33]=[CH:32][CH:31]=1. The catalyst class is: 9. (4) Reactant: N#N.[F:3][CH2:4][CH2:5][N:6]1[CH2:11][CH2:10][CH:9]([NH:12]C(=O)OC(C)(C)C)[CH2:8][CH2:7]1.[ClH:20]. Product: [ClH:20].[ClH:20].[F:3][CH2:4][CH2:5][N:6]1[CH2:11][CH2:10][CH:9]([NH2:12])[CH2:8][CH2:7]1. The catalyst class is: 135.